From a dataset of Full USPTO retrosynthesis dataset with 1.9M reactions from patents (1976-2016). Predict the reactants needed to synthesize the given product. (1) Given the product [Cl:1][C:2]1[CH:24]=[CH:23][C:5]2[S:6][CH:7]=[C:8]([CH2:9][N:10]3[C:18]4[C:13](=[CH:14][CH:15]=[CH:16][CH:17]=4)[C:12]([CH2:19][C:20]([NH:48][NH:49][C:50]([NH2:52])=[O:51])=[O:22])=[CH:11]3)[C:4]=2[CH:3]=1, predict the reactants needed to synthesize it. The reactants are: [Cl:1][C:2]1[CH:24]=[CH:23][C:5]2[S:6][CH:7]=[C:8]([CH2:9][N:10]3[C:18]4[C:13](=[CH:14][CH:15]=[CH:16][CH:17]=4)[C:12]([CH2:19][C:20]([OH:22])=O)=[CH:11]3)[C:4]=2[CH:3]=1.C1N(P(Cl)(N2C(=O)OCC2)=O)C(=O)OC1.C(N(CC)CC)C.Cl.[NH2:48][NH:49][C:50]([NH2:52])=[O:51]. (2) Given the product [CH3:16][NH:15][C:13]([C:12]1[NH:8][N:9]=[CH:10][C:11]=1[C:17]1[N:18]=[C:19]([NH:22][C:23]2[N:28]=[C:27]([CH3:29])[CH:26]=[CH:25][N:24]=2)[S:20][CH:21]=1)=[O:14], predict the reactants needed to synthesize it. The reactants are: COC1C=CC(C[N:8]2[C:12]([C:13]([NH:15][CH3:16])=[O:14])=[C:11]([C:17]3[N:18]=[C:19]([NH:22][C:23]4[N:28]=[C:27]([CH3:29])[CH:26]=[CH:25][N:24]=4)[S:20][CH:21]=3)[CH:10]=[N:9]2)=CC=1.FC(F)(F)S(O)(=O)=O. (3) Given the product [CH3:17][N:18]([CH3:20])[CH:19]=[CH:2][C:1]([C:4]1[CH:5]=[CH:6][C:7]([F:14])=[C:8]([NH:10][C:11](=[O:13])[CH3:12])[CH:9]=1)=[O:3], predict the reactants needed to synthesize it. The reactants are: [C:1]([C:4]1[CH:5]=[CH:6][C:7]([F:14])=[C:8]([NH:10][C:11](=[O:13])[CH3:12])[CH:9]=1)(=[O:3])[CH3:2].CO[CH:17](OC)[N:18]([CH3:20])[CH3:19]. (4) Given the product [N:9]1([C:4]2[N:3]=[C:2]([NH2:1])[CH:7]=[CH:6][CH:5]=2)[CH2:14][CH2:13][CH2:12][CH2:11][CH2:10]1, predict the reactants needed to synthesize it. The reactants are: [NH2:1][C:2]1[CH:7]=[CH:6][CH:5]=[C:4](Br)[N:3]=1.[NH:9]1[CH2:14][CH2:13][CH2:12][CH2:11][CH2:10]1. (5) Given the product [C:1]1([S:7]([N:10]2[C:14]3=[N:15][CH:16]=[C:17]([N+:20]([O-:22])=[O:21])[C:18]([NH:32][CH:30]4[CH2:29][CH2:28][C:27]5[N:23]=[CH:24][NH:25][C:26]=5[CH2:31]4)=[C:13]3[CH:12]=[CH:11]2)(=[O:9])=[O:8])[CH:6]=[CH:5][CH:4]=[CH:3][CH:2]=1, predict the reactants needed to synthesize it. The reactants are: [C:1]1([S:7]([N:10]2[C:14]3=[N:15][CH:16]=[C:17]([N+:20]([O-:22])=[O:21])[C:18](Cl)=[C:13]3[CH:12]=[CH:11]2)(=[O:9])=[O:8])[CH:6]=[CH:5][CH:4]=[CH:3][CH:2]=1.[N:23]1[C:27]2[CH2:28][CH2:29][CH:30]([NH2:32])[CH2:31][C:26]=2[NH:25][CH:24]=1.CCN(C(C)C)C(C)C.